From a dataset of Catalyst prediction with 721,799 reactions and 888 catalyst types from USPTO. Predict which catalyst facilitates the given reaction. Reactant: [C:1]([NH:8][CH2:9][CH2:10][NH2:11])([O:3][C:4]([CH3:7])([CH3:6])[CH3:5])=[O:2].[C:12]([O:16][CH3:17])(=[O:15])[CH:13]=[CH2:14]. Product: [CH3:17][O:16][C:12](=[O:15])[CH2:13][CH2:14][NH:11][CH2:10][CH2:9][NH:8][C:1]([O:3][C:4]([CH3:5])([CH3:6])[CH3:7])=[O:2]. The catalyst class is: 10.